From a dataset of NCI-60 drug combinations with 297,098 pairs across 59 cell lines. Regression. Given two drug SMILES strings and cell line genomic features, predict the synergy score measuring deviation from expected non-interaction effect. (1) Drug 1: CC1=C2C(C(=O)C3(C(CC4C(C3C(C(C2(C)C)(CC1OC(=O)C(C(C5=CC=CC=C5)NC(=O)OC(C)(C)C)O)O)OC(=O)C6=CC=CC=C6)(CO4)OC(=O)C)OC)C)OC. Drug 2: CCCCC(=O)OCC(=O)C1(CC(C2=C(C1)C(=C3C(=C2O)C(=O)C4=C(C3=O)C=CC=C4OC)O)OC5CC(C(C(O5)C)O)NC(=O)C(F)(F)F)O. Cell line: SK-MEL-2. Synergy scores: CSS=45.7, Synergy_ZIP=1.89, Synergy_Bliss=1.40, Synergy_Loewe=-21.6, Synergy_HSA=1.01. (2) Drug 1: CCC1(CC2CC(C3=C(CCN(C2)C1)C4=CC=CC=C4N3)(C5=C(C=C6C(=C5)C78CCN9C7C(C=CC9)(C(C(C8N6C=O)(C(=O)OC)O)OC(=O)C)CC)OC)C(=O)OC)O.OS(=O)(=O)O. Drug 2: CNC(=O)C1=NC=CC(=C1)OC2=CC=C(C=C2)NC(=O)NC3=CC(=C(C=C3)Cl)C(F)(F)F. Cell line: HT29. Synergy scores: CSS=4.54, Synergy_ZIP=1.81, Synergy_Bliss=4.60, Synergy_Loewe=2.36, Synergy_HSA=2.57. (3) Drug 1: C1=NC2=C(N1)C(=S)N=CN2. Drug 2: CCC1(C2=C(COC1=O)C(=O)N3CC4=CC5=C(C=CC(=C5CN(C)C)O)N=C4C3=C2)O.Cl. Cell line: IGROV1. Synergy scores: CSS=5.94, Synergy_ZIP=-5.05, Synergy_Bliss=-2.91, Synergy_Loewe=-11.6, Synergy_HSA=-4.66.